This data is from CYP3A4 inhibition data for predicting drug metabolism from PubChem BioAssay. The task is: Regression/Classification. Given a drug SMILES string, predict its absorption, distribution, metabolism, or excretion properties. Task type varies by dataset: regression for continuous measurements (e.g., permeability, clearance, half-life) or binary classification for categorical outcomes (e.g., BBB penetration, CYP inhibition). Dataset: cyp3a4_veith. (1) The compound is O=C(O)c1c[nH]c2cc(C(F)(F)F)ccc2c1=O. The result is 0 (non-inhibitor). (2) The drug is CCOC(=O)c1[nH]c(C(=O)O)c(CCN(CC)CC)c1C. The result is 0 (non-inhibitor). (3) The molecule is Cn1cnc2c1c(=O)[nH]c(=O)n2C. The result is 0 (non-inhibitor). (4) The drug is COC(=O)N1CCC2(CCN(CC(C)C)CC2)CC1. The result is 0 (non-inhibitor). (5) The result is 1 (inhibitor). The molecule is O/N=C/c1cc(Cl)ccc1OCc1cccc2ccccc12. (6) The drug is CC(=O)NC(O)C(=O)c1ccco1. The result is 0 (non-inhibitor). (7) The compound is COc1cc2c(cc1NC(=O)Nc1ccccc1)oc1ccccc12. The result is 0 (non-inhibitor). (8) The drug is COC(=O)/C=C\C(=O)N[C@@H]1CC[C@@]2(O)[C@H]3Cc4ccc(O)c5c4[C@@]2(CCN3CC2CC2)[C@@H]1O5. The result is 0 (non-inhibitor).